From a dataset of Full USPTO retrosynthesis dataset with 1.9M reactions from patents (1976-2016). Predict the reactants needed to synthesize the given product. (1) Given the product [C:27]([O:31][C:32](=[O:40])[N:33]([CH3:34])[CH:35]([CH3:39])[CH2:36][CH2:37][CH:4]([N+:1]([O-:3])=[O:2])[C:5]1[CH:10]=[CH:9][CH:8]=[CH:7][CH:6]=1)([CH3:29])([CH3:30])[CH3:28], predict the reactants needed to synthesize it. The reactants are: [N+:1]([CH2:4][C:5]1[CH:10]=[CH:9][CH:8]=[CH:7][CH:6]=1)([O-:3])=[O:2].CN(P(N(C)C)(N(C)C)=O)C.[Li]CCCC.[C:27]([O:31][C:32](=[O:40])[N:33]([CH:35]([CH3:39])[CH2:36][CH2:37]Br)[CH3:34])([CH3:30])([CH3:29])[CH3:28]. (2) Given the product [F:8][C:9]1[CH:10]=[CH:11][C:12]([C:15]2[C@@H:16]([O:28][C:29](=[O:34])[C:30]([CH3:31])([CH3:32])[CH3:33])[CH2:17][N:18]([C:21]([O:23][C:24]([CH3:27])([CH3:26])[CH3:25])=[O:22])[CH2:19][CH:20]=2)=[CH:13][CH:14]=1, predict the reactants needed to synthesize it. The reactants are: C1(C)C=CC=CC=1.[F:8][C:9]1[CH:14]=[CH:13][C:12]([C@@:15]2(O)[CH2:20][CH2:19][N:18]([C:21]([O:23][C:24]([CH3:27])([CH3:26])[CH3:25])=[O:22])[CH2:17][C@@H:16]2[O:28][C:29](=[O:34])[C:30]([CH3:33])([CH3:32])[CH3:31])=[CH:11][CH:10]=1.C([N+](CC)(CC)S(NC(=O)OC)(=O)=O)C. (3) Given the product [C:1]([C:5]1[CH:30]=[CH:29][C:8]([C:9]([N:11]2[CH2:16][CH2:15][C:14]3([C:25]4[C:24](=[N:35][N:34]([CH3:33])[CH:26]=4)[C:23]4[CH:22]=[CH:21][CH:20]=[CH:19][C:18]=4[O:17]3)[CH2:13][CH2:12]2)=[O:10])=[CH:7][C:6]=1[O:31][CH3:32])([CH3:4])([CH3:3])[CH3:2], predict the reactants needed to synthesize it. The reactants are: [C:1]([C:5]1[CH:30]=[CH:29][C:8]([C:9]([N:11]2[CH2:16][CH2:15][C:14]3([C:25](=[CH:26]O)[C:24](=O)[C:23]4[C:18](=[CH:19][CH:20]=[CH:21][CH:22]=4)[O:17]3)[CH2:13][CH2:12]2)=[O:10])=[CH:7][C:6]=1[O:31][CH3:32])([CH3:4])([CH3:3])[CH3:2].[CH3:33][NH:34][NH2:35]. (4) Given the product [CH3:47][O:48][C:49](=[O:58])[CH:50]([P:52]([O:54][CH3:55])([O:56][CH3:57])=[O:53])[NH:51][C:28](=[O:30])[C:27]1[C:31]([CH3:46])=[CH:32][C:33]([C:35]([NH:37][CH2:38][C:39]2[CH:44]=[CH:43][CH:42]=[C:41]([OH:45])[CH:40]=2)=[O:36])=[CH:34][C:26]=1[Cl:25], predict the reactants needed to synthesize it. The reactants are: F[P-](F)(F)(F)(F)F.N1(OC(N(C)C)=[N+](C)C)C2C=CC=CC=2N=N1.[Cl:25][C:26]1[CH:34]=[C:33]([C:35]([NH:37][CH2:38][C:39]2[CH:44]=[CH:43][CH:42]=[C:41]([OH:45])[CH:40]=2)=[O:36])[CH:32]=[C:31]([CH3:46])[C:27]=1[C:28]([OH:30])=O.[CH3:47][O:48][C:49](=[O:58])[CH:50]([P:52]([O:56][CH3:57])([O:54][CH3:55])=[O:53])[NH2:51].COC(=O)C(P(OC)(OC)=O)NC(OCC1C=CC=CC=1)=O.ON1C2C=CC=CC=2N=N1.C(N(C(C)C)CC)(C)C. (5) Given the product [F:1][C:2]1[CH:11]=[C:10]2[C:5]([CH:6]=[CH:7][C:8](=[O:15])[N:9]2[CH2:12][CH2:13][N:16]2[CH2:20][CH2:19][C@@H:18]([CH2:21][NH:22][C:23](=[O:32])[O:24][CH2:25][C:26]3[CH:31]=[CH:30][CH:29]=[CH:28][CH:27]=3)[CH2:17]2)=[CH:4][CH:3]=1, predict the reactants needed to synthesize it. The reactants are: [F:1][C:2]1[CH:11]=[C:10]2[C:5]([CH:6]=[CH:7][C:8](=[O:15])[N:9]2[CH2:12][CH:13]=O)=[CH:4][CH:3]=1.[NH:16]1[CH2:20][CH2:19][C@@H:18]([CH2:21][NH:22][C:23](=[O:32])[O:24][CH2:25][C:26]2[CH:31]=[CH:30][CH:29]=[CH:28][CH:27]=2)[CH2:17]1.NC[C@H]1CCN(C(OC(C)(C)C)=O)C1.[O-]S([O-])(=O)=O.[Na+].[Na+].C(O[BH-](OC(=O)C)OC(=O)C)(=O)C.[Na+]. (6) Given the product [CH3:11][S:8]([N:7]([CH2:12][C@@H:13]1[NH:14][CH2:15][CH2:16][N:17]([C:31]([O:30][C:27]([CH3:29])([CH3:28])[CH3:26])=[O:32])[CH2:18]1)[C:1]1[CH:2]=[CH:3][CH:4]=[CH:5][CH:6]=1)(=[O:10])=[O:9], predict the reactants needed to synthesize it. The reactants are: [C:1]1([N:7]([CH2:12][C@H:13]2[CH2:18][NH:17][CH2:16][CH2:15][NH:14]2)[S:8]([CH3:11])(=[O:10])=[O:9])[CH:6]=[CH:5][CH:4]=[CH:3][CH:2]=1.C(N(CC)CC)C.[CH3:26][C:27]([O:30][C:31](O[C:31]([O:30][C:27]([CH3:29])([CH3:28])[CH3:26])=[O:32])=[O:32])([CH3:29])[CH3:28]. (7) Given the product [CH3:1][O:2][CH2:3][C:4]1[N:9]=[C:8]([N:10]2[CH2:15][CH2:14][N:13]([S:28]([N:23]3[CH2:27][CH2:26][CH2:25][CH2:24]3)(=[O:30])=[O:29])[CH2:12][CH2:11]2)[CH:7]=[CH:6][N:5]=1, predict the reactants needed to synthesize it. The reactants are: [CH3:1][O:2][CH2:3][C:4]1[N:9]=[C:8]([N:10]2[CH2:15][CH2:14][NH:13][CH2:12][CH2:11]2)[CH:7]=[CH:6][N:5]=1.C(N(CC)CC)C.[N:23]1([S:28](Cl)(=[O:30])=[O:29])[CH2:27][CH2:26][CH2:25][CH2:24]1. (8) The reactants are: [Cl-].[C:2]([NH:5][C:6]1[CH:23]=[CH:22][C:9]([NH:10][C:11]2[C:20]3[C:15](=[CH:16][CH:17]=[C:18](N)[CH:19]=3)[NH+:14]=[CH:13][CH:12]=2)=[CH:8][CH:7]=1)(=[O:4])[CH3:3].C=O.[BH3-][C:27]#[N:28].[Na+].[CH3:30]C([O-])=O.[Na+].Cl.N. Given the product [CH3:30][N:28]([CH3:27])[C:18]1[CH:19]=[C:20]2[C:15](=[CH:16][CH:17]=1)[N:14]=[CH:13][CH:12]=[C:11]2[NH:10][C:9]1[CH:22]=[CH:23][C:6]([NH:5][C:2](=[O:4])[CH3:3])=[CH:7][CH:8]=1, predict the reactants needed to synthesize it. (9) Given the product [Cl:15][C:16]1[N:17]([CH2:14][CH:12]([OH:13])[CH2:11][CH2:10][O:9][CH2:8][O:7][CH3:6])[CH:18]=[C:19]([N+:21]([O-:23])=[O:22])[N:20]=1, predict the reactants needed to synthesize it. The reactants are: C([O-])(=O)C.[Na+].[CH3:6][O:7][CH2:8][O:9][CH2:10][CH2:11][CH:12]1[CH2:14][O:13]1.[Cl:15][C:16]1[NH:17][CH:18]=[C:19]([N+:21]([O-:23])=[O:22])[N:20]=1.